From a dataset of Catalyst prediction with 721,799 reactions and 888 catalyst types from USPTO. Predict which catalyst facilitates the given reaction. (1) Reactant: Cl.[N+:2]([C:5]1[CH:6]=[C:7]([S:18]([NH2:21])(=[O:20])=[O:19])[CH:8]=[CH:9][C:10]=1[NH:11][CH:12]1[CH2:17][CH2:16][NH:15][CH2:14][CH2:13]1)([O-:4])=[O:3].[F:22][CH:23]([F:26])[CH2:24]I.C(NC(C)C)(C)C. Product: [F:22][CH:23]([F:26])[CH2:24][N:15]1[CH2:16][CH2:17][CH:12]([NH:11][C:10]2[CH:9]=[CH:8][C:7]([S:18]([NH2:21])(=[O:19])=[O:20])=[CH:6][C:5]=2[N+:2]([O-:4])=[O:3])[CH2:13][CH2:14]1. The catalyst class is: 204. (2) Reactant: [C:1]([O:5][C:6]([N:8]1[CH2:12][CH2:11][CH2:10][C@H:9]1[C:13]#[N:14])=[O:7])([CH3:4])([CH3:3])[CH3:2].[C:15]([NH:23][NH2:24])(=O)[C:16]1[CH:21]=[CH:20][CH:19]=[CH:18][CH:17]=1.C(=O)([O-])[O-].[K+].[K+]. Product: [C:1]([O:5][C:6]([N:8]1[CH2:12][CH2:11][CH2:10][C@H:9]1[C:13]1[NH:14][C:15]([C:16]2[CH:21]=[CH:20][CH:19]=[CH:18][CH:17]=2)=[N:23][N:24]=1)=[O:7])([CH3:4])([CH3:2])[CH3:3]. The catalyst class is: 5. (3) Reactant: [NH2:1][C:2]1[CH:6]=[CH:5][NH:4][N:3]=1.[C:7]1(=O)[C:15]2[C:10](=[CH:11][CH:12]=[CH:13][CH:14]=2)[C:9](=[O:16])[O:8]1. Product: [NH:4]1[CH:5]=[CH:6][C:2]([N:1]2[C:7](=[O:8])[C:15]3[C:10](=[CH:11][CH:12]=[CH:13][CH:14]=3)[C:9]2=[O:16])=[N:3]1. The catalyst class is: 15. (4) Reactant: [N:1]1[CH:6]=[CH:5][CH:4]=[CH:3][C:2]=1[N:7]1[CH2:12][CH2:11][NH:10][CH2:9][CH2:8]1.C(NC(C)C)(C)C.Cl[CH2:21][C:22]([NH:24][C:25]1[CH:30]=[CH:29][CH:28]=[C:27]([N+:31]([O-:33])=[O:32])[CH:26]=1)=[O:23]. The catalyst class is: 11. Product: [N+:31]([C:27]1[CH:26]=[C:25]([NH:24][C:22](=[O:23])[CH2:21][N:10]2[CH2:9][CH2:8][N:7]([C:2]3[CH:3]=[CH:4][CH:5]=[CH:6][N:1]=3)[CH2:12][CH2:11]2)[CH:30]=[CH:29][CH:28]=1)([O-:33])=[O:32]. (5) Reactant: [NH:1]1[CH2:4][CH:3]([C:5]([OH:7])=[O:6])[CH2:2]1.[OH-].[Na+].O.[C:11]([O:15][C:16](O[C:16]([O:15][C:11]([CH3:14])([CH3:13])[CH3:12])=[O:17])=[O:17])([CH3:14])([CH3:13])[CH3:12]. Product: [C:11]([O:15][C:16]([N:1]1[CH2:4][CH:3]([C:5]([OH:7])=[O:6])[CH2:2]1)=[O:17])([CH3:14])([CH3:13])[CH3:12]. The catalyst class is: 13. (6) Reactant: [C:1]1([NH:7]/[N:8]=[CH:9]/[C:10]([O:12][CH2:13][CH3:14])=[O:11])[CH:6]=[CH:5][CH:4]=[CH:3][CH:2]=1.CC(C)([O-])C.[K+].[N+]([C:24]([CH2:51][CH2:52][CH2:53][CH3:54])=[CH:25][C:26]1[CH:38]=[CH:37][C:29]([C:30]([O:32][C:33]([CH3:36])([CH3:35])[CH3:34])=[O:31])=[CH:28][C:27]=1[C:39]([N:41]1[CH2:50][CH2:49][C:48]2[C:43](=[CH:44][CH:45]=[CH:46][CH:47]=2)[CH2:42]1)=[O:40])([O-])=O.C(O)(C(F)(F)F)=O. Product: [C:33]([O:32][C:30]([C:29]1[CH:37]=[CH:38][C:26]([C:25]2[C:9]([C:10]([O:12][CH2:13][CH3:14])=[O:11])=[N:8][N:7]([C:1]3[CH:2]=[CH:3][CH:4]=[CH:5][CH:6]=3)[C:24]=2[CH2:51][CH2:52][CH2:53][CH3:54])=[C:27]([C:39]([N:41]2[CH2:50][CH2:49][C:48]3[C:43](=[CH:44][CH:45]=[CH:46][CH:47]=3)[CH2:42]2)=[O:40])[CH:28]=1)=[O:31])([CH3:34])([CH3:35])[CH3:36]. The catalyst class is: 1. (7) Reactant: [Cl:1][C:2]1[S:3][C:4]([Cl:13])=[CH:5][C:6]=1[C:7](N(OC)C)=[O:8].[C:14]1([Mg]Br)[CH:19]=[CH:18][CH:17]=[CH:16][CH:15]=1.C(OCC)C.[Cl-].[NH4+]. Product: [C:7]([C:6]1[CH:5]=[C:4]([Cl:13])[S:3][C:2]=1[Cl:1])(=[O:8])[C:14]1[CH:19]=[CH:18][CH:17]=[CH:16][CH:15]=1. The catalyst class is: 1. (8) Reactant: [CH3:1][N:2]1[CH:7]2[CH2:8][CH2:9][CH:3]1[CH2:4][C:5](=O)[CH2:6]2.Cl.[NH2:12][OH:13]. Product: [CH3:1][N:2]1[CH:7]2[CH2:8][CH2:9][CH:3]1[CH2:4][C:5](=[N:12][OH:13])[CH2:6]2. The catalyst class is: 8. (9) Reactant: [Br:1][C:2]1[CH:7]=[CH:6][C:5]([NH:8][C:9]2[N:14]=[C:13]3[C:15]4[C:16](=[C:20]([C:24]([O:26]CC)=[O:25])[N:21]([CH3:23])[N:22]=4)[CH2:17][CH2:18][CH2:19][C:12]3=[CH:11][N:10]=2)=[C:4]([O:29][CH3:30])[CH:3]=1.[OH-].[Na+]. Product: [Br:1][C:2]1[CH:7]=[CH:6][C:5]([NH:8][C:9]2[N:14]=[C:13]3[C:15]4[C:16](=[C:20]([C:24]([OH:26])=[O:25])[N:21]([CH3:23])[N:22]=4)[CH2:17][CH2:18][CH2:19][C:12]3=[CH:11][N:10]=2)=[C:4]([O:29][CH3:30])[CH:3]=1. The catalyst class is: 14. (10) Reactant: [F:1][C:2]1[CH:11]=[CH:10][C:9]([NH2:12])=[C:8]2[C:3]=1[CH:4]=[CH:5][CH:6]=[N:7]2.[N+:13]([C:16]1[CH:21]=[C:20]([C:22]([F:25])([F:24])[F:23])[CH:19]=[CH:18][C:17]=1[S:26](Cl)(=[O:28])=[O:27])([O-:15])=[O:14].N1C=CC=CC=1. Product: [F:1][C:2]1[CH:11]=[CH:10][C:9]([NH:12][S:26]([C:17]2[CH:18]=[CH:19][C:20]([C:22]([F:24])([F:25])[F:23])=[CH:21][C:16]=2[N+:13]([O-:15])=[O:14])(=[O:27])=[O:28])=[C:8]2[C:3]=1[CH:4]=[CH:5][CH:6]=[N:7]2. The catalyst class is: 79.